This data is from Forward reaction prediction with 1.9M reactions from USPTO patents (1976-2016). The task is: Predict the product of the given reaction. (1) Given the reactants [CH2:1]([O:3][C:4]([C:6]1[C:7](=[O:24])[N:8]([CH2:17][C:18]2[CH:23]=[CH:22][CH:21]=[CH:20][CH:19]=2)[C:9]2[C:14]([C:15]=1O)=[CH:13][CH:12]=[CH:11][N:10]=2)=[O:5])[CH3:2].O=P(Cl)(Cl)[Cl:27], predict the reaction product. The product is: [CH2:1]([O:3][C:4]([C:6]1[C:7](=[O:24])[N:8]([CH2:17][C:18]2[CH:23]=[CH:22][CH:21]=[CH:20][CH:19]=2)[C:9]2[C:14]([C:15]=1[Cl:27])=[CH:13][CH:12]=[CH:11][N:10]=2)=[O:5])[CH3:2]. (2) The product is: [CH:40]1([C:2]2[C:10]([N+:11]([O-:13])=[O:12])=[CH:9][C:8]3[C:4](=[C:5]([C:28]([NH:30][CH3:31])=[O:29])[N:6]([C:14]4[CH:15]=[N:16][C:17]([O:20][C:21]5[CH:22]=[CH:23][C:24]([F:27])=[CH:25][CH:26]=5)=[CH:18][CH:19]=4)[N:7]=3)[CH:3]=2)[CH2:42][CH2:41]1. Given the reactants Br[C:2]1[C:10]([N+:11]([O-:13])=[O:12])=[CH:9][C:8]2[C:4](=[C:5]([C:28]([NH:30][CH3:31])=[O:29])[N:6]([C:14]3[CH:15]=[N:16][C:17]([O:20][C:21]4[CH:26]=[CH:25][C:24]([F:27])=[CH:23][CH:22]=4)=[CH:18][CH:19]=3)[N:7]=2)[CH:3]=1.P([O-])([O-])([O-])=O.[K+].[K+].[K+].[CH:40]1([B-](F)(F)F)[CH2:42][CH2:41]1.[K+].C(Cl)Cl, predict the reaction product.